This data is from Full USPTO retrosynthesis dataset with 1.9M reactions from patents (1976-2016). The task is: Predict the reactants needed to synthesize the given product. The reactants are: [C:1](#[N:4])[CH:2]=[CH2:3].[C:5](O)([C:7](F)(F)F)=O.[CH2:12]([NH2:19])[C:13]1[CH:18]=[CH:17][CH:16]=[CH:15][CH:14]=1.C([O-])(O)=O.[Na+]. Given the product [CH2:12]([N:19]1[CH2:7][CH2:5][CH:2]([C:1]#[N:4])[CH2:3]1)[C:13]1[CH:18]=[CH:17][CH:16]=[CH:15][CH:14]=1, predict the reactants needed to synthesize it.